Dataset: Full USPTO retrosynthesis dataset with 1.9M reactions from patents (1976-2016). Task: Predict the reactants needed to synthesize the given product. (1) Given the product [C:1]([O:5][C:6](=[O:26])[N:7]([CH3:8])[CH2:9][C:10]1[C:11]2[C:16]([C:17]([CH2:24][NH:28][CH3:27])=[C:18]3[C:23]=1[CH:22]=[CH:21][CH:20]=[CH:19]3)=[CH:15][CH:14]=[CH:13][CH:12]=2)([CH3:2])([CH3:4])[CH3:3], predict the reactants needed to synthesize it. The reactants are: [C:1]([O:5][C:6](=[O:26])[N:7]([CH2:9][C:10]1[C:11]2[C:16]([C:17]([CH:24]=O)=[C:18]3[C:23]=1[CH:22]=[CH:21][CH:20]=[CH:19]3)=[CH:15][CH:14]=[CH:13][CH:12]=2)[CH3:8])([CH3:4])([CH3:3])[CH3:2].[CH3:27][NH2:28].[BH4-].[Na+]. (2) Given the product [F:1][C:2]1[CH:10]=[C:9]2[C:5]([C:6]([C:20]3[CH:21]=[N:22][N:23]([CH:25]4[CH2:6][CH2:7][N:8]([C:35](=[O:37])[CH2:34][O:33][CH3:32])[CH2:9][CH2:26]4)[CH:24]=3)=[CH:7][N:8]2[S:11]([C:14]2[CH:15]=[CH:16][CH:17]=[CH:18][CH:19]=2)(=[O:12])=[O:13])=[CH:4][CH:3]=1, predict the reactants needed to synthesize it. The reactants are: [F:1][C:2]1[CH:10]=[C:9]2[C:5]([C:6]([C:20]3[CH:21]=[N:22][N:23]([CH2:25][CH:26]4CCNCC4)[CH:24]=3)=[CH:7][N:8]2[S:11]([C:14]2[CH:19]=[CH:18][CH:17]=[CH:16][CH:15]=2)(=[O:13])=[O:12])=[CH:4][CH:3]=1.[CH3:32][O:33][CH2:34][C:35]([OH:37])=O. (3) Given the product [CH3:23][C:15]1([CH3:22])[C:14]2[C:9]3=[C:10]([C:4]4[CH:3]=[C:2]([C:2]5[CH:7]=[CH:6][CH:5]=[CH:4][CH:3]=5)[CH:7]=[CH:6][C:5]=4[N:8]3[C:21]3[CH:20]=[CH:19][CH:18]=[CH:17][C:16]1=3)[CH:11]=[C:12]([C:25]1[CH:30]=[CH:29][CH:28]=[CH:27][CH:26]=1)[CH:13]=2, predict the reactants needed to synthesize it. The reactants are: Br[C:2]1[CH:7]=[CH:6][C:5]2[N:8]3[C:21]4[CH:20]=[CH:19][CH:18]=[CH:17][C:16]=4[C:15]([CH3:23])([CH3:22])[C:14]4[C:9]3=[C:10]([CH:11]=[C:12](Br)[CH:13]=4)[C:4]=2[CH:3]=1.[C:25]1(B(O)O)[CH:30]=[CH:29][CH:28]=[CH:27][CH:26]=1.C([O-])(O)=O.[Na+]. (4) Given the product [N:1]1([C@H:5]2[C@@H:14]([CH2:15][C:16]3[CH:21]=[CH:20][CH:19]=[CH:18][CH:17]=3)[C:13]3[C:8](=[CH:9][CH:10]=[C:11]([N:22]4[CH2:23][CH:24]([NH2:26])[CH2:25]4)[CH:12]=3)[O:7][CH2:6]2)[CH2:2][CH2:3][CH2:4]1, predict the reactants needed to synthesize it. The reactants are: [N:1]1([C@H:5]2[C@@H:14]([CH2:15][C:16]3[CH:21]=[CH:20][CH:19]=[CH:18][CH:17]=3)[C:13]3[C:8](=[CH:9][CH:10]=[C:11]([N:22]4[CH2:25][CH:24]([NH:26]C(=O)OC(C)(C)C)[CH2:23]4)[CH:12]=3)[O:7][CH2:6]2)[CH2:4][CH2:3][CH2:2]1.FC(F)(F)C(O)=O. (5) The reactants are: [C:1]1([C:7]2[CH:11]=[C:10]([CH2:12][CH2:13][OH:14])[NH:9][N:8]=2)[CH:6]=[CH:5][CH:4]=[CH:3][CH:2]=1.[Br:15]Br. Given the product [Br:15][C:11]1[C:7]([C:1]2[CH:2]=[CH:3][CH:4]=[CH:5][CH:6]=2)=[N:8][NH:9][C:10]=1[CH2:12][CH2:13][OH:14], predict the reactants needed to synthesize it. (6) Given the product [S:7]([CH2:10][C@H:32]([C@@H:34]1[CH2:38][CH2:37][CH2:36][N:35]1[C:39]([C:40]1[CH:45]=[CH:44][CH:43]=[CH:42][CH:41]=1)([C:46]1[CH:47]=[CH:48][CH:49]=[CH:50][CH:51]=1)[C:52]1[CH:57]=[CH:56][CH:55]=[CH:54][CH:53]=1)[OH:33])([C:4]1[CH:5]=[CH:6][C:1]([CH3:12])=[CH:2][CH:3]=1)(=[O:9])=[O:8], predict the reactants needed to synthesize it. The reactants are: [C:1]1([CH3:12])[CH:6]=[CH:5][C:4]([S:7]([CH2:10]Cl)(=[O:9])=[O:8])=[CH:3][CH:2]=1.ClC[SiH2]C(C1C=CC=CC=1)C1C=CC=CC=1.C[Si](C1C=CC=CC=1)(C1C=CC=CC=1)C[C@H:32]([C@@H:34]1[CH2:38][CH2:37][CH2:36][N:35]1[C:39]([C:52]1[CH:57]=[CH:56][CH:55]=[CH:54][CH:53]=1)([C:46]1[CH:51]=[CH:50][CH:49]=[CH:48][CH:47]=1)[C:40]1[CH:45]=[CH:44][CH:43]=[CH:42][CH:41]=1)[OH:33]. (7) The reactants are: CC1C=CC(S([O:11][CH2:12][CH:13]2[CH2:16][CH:15]([OH:17])[CH2:14]2)(=O)=O)=CC=1.[Br:18][C:19]1[CH:20]=[CH:21][C:22](O)=[N:23][C:24]=1[CH3:25].C([O-])([O-])=O.[K+].[K+].O. Given the product [Br:18][C:19]1[CH:20]=[CH:21][C:22]([O:11][CH2:12][CH:13]2[CH2:14][CH:15]([OH:17])[CH2:16]2)=[N:23][C:24]=1[CH3:25], predict the reactants needed to synthesize it. (8) Given the product [CH2:1]([O:3][C:4](=[O:20])[C@@H:5]([N:6]=[C:7]([C:14]1[CH:19]=[CH:18][CH:17]=[CH:16][CH:15]=1)[C:8]1[CH:9]=[CH:10][CH:11]=[CH:12][CH:13]=1)[CH2:28][CH:29]([CH3:32])[CH2:30][CH3:31])[CH3:2], predict the reactants needed to synthesize it. The reactants are: [CH2:1]([O:3][C:4](=[O:20])[CH2:5][N:6]=[C:7]([C:14]1[CH:19]=[CH:18][CH:17]=[CH:16][CH:15]=1)[C:8]1[CH:13]=[CH:12][CH:11]=[CH:10][CH:9]=1)[CH3:2].CC(C)([O-])C.[K+].I[CH2:28][C@@H:29]([CH3:32])[CH2:30][CH3:31]. (9) Given the product [CH3:1][N:2]([C:15]1[CH:20]=[CH:19][C:18]([N+:21]([O-:23])=[O:22])=[CH:17][CH:16]=1)[C@H:3]1[CH2:7][CH2:6][NH:5][CH2:4]1, predict the reactants needed to synthesize it. The reactants are: [CH3:1][N:2]([C:15]1[CH:20]=[CH:19][C:18]([N+:21]([O-:23])=[O:22])=[CH:17][CH:16]=1)[C@H:3]1[CH2:7][CH2:6][N:5](C(OC(C)(C)C)=O)[CH2:4]1.C(O)(C(F)(F)F)=O. (10) The reactants are: [C:1](Cl)([CH3:3])=[O:2].CCN(CC)CC.Cl.[CH:13]1([CH:18]([NH2:25])[C:19]2[CH:24]=[CH:23][CH:22]=[CH:21][N:20]=2)[CH2:17][CH2:16][CH2:15][CH2:14]1. Given the product [CH:13]1([CH:18]([C:19]2[CH:24]=[CH:23][CH:22]=[CH:21][N:20]=2)[NH:25][C:1](=[O:2])[CH3:3])[CH2:14][CH2:15][CH2:16][CH2:17]1, predict the reactants needed to synthesize it.